This data is from Forward reaction prediction with 1.9M reactions from USPTO patents (1976-2016). The task is: Predict the product of the given reaction. (1) Given the reactants [CH:1]([C:4]1[CH:5]=[C:6]([CH:9]=[C:10]([CH:14]([CH3:16])[CH3:15])[C:11]=1[O:12][CH3:13])[CH:7]=O)([CH3:3])[CH3:2].[NH:17]1[C:25]2[C:20](=[CH:21][CH:22]=[CH:23][CH:24]=2)[CH2:19][C:18]1=[O:26], predict the reaction product. The product is: [CH:1]([C:4]1[CH:5]=[C:6]([CH:9]=[C:10]([CH:14]([CH3:16])[CH3:15])[C:11]=1[O:12][CH3:13])[CH:7]=[C:19]1[C:20]2[C:25](=[CH:24][CH:23]=[CH:22][CH:21]=2)[NH:17][C:18]1=[O:26])([CH3:3])[CH3:2]. (2) Given the reactants [CH3:1][C:2]1[C:20]([CH3:21])=[CH:19][CH:18]=[CH:17][C:3]=1[O:4][C:5]1[CH:10]=[CH:9][C:8]([CH:11]2[O:16][CH2:15][CH2:14][NH:13][CH2:12]2)=[CH:7][CH:6]=1.[C:22]([O:27][C:28]([CH3:31])([CH3:30])[CH3:29])(=[O:26])[C:23]([CH3:25])=[CH2:24].N12CCCN=C1CCCCC2, predict the reaction product. The product is: [C:28]([O:27][C:22](=[O:26])[CH:23]([CH3:25])[CH2:24][N:13]1[CH2:14][CH2:15][O:16][CH:11]([C:8]2[CH:7]=[CH:6][C:5]([O:4][C:3]3[CH:17]=[CH:18][CH:19]=[C:20]([CH3:21])[C:2]=3[CH3:1])=[CH:10][CH:9]=2)[CH2:12]1)([CH3:31])([CH3:30])[CH3:29]. (3) Given the reactants [F:1][C:2]1[CH:3]=[C:4]([CH2:28][N:29]2[CH2:32][CH:31]([C:33]([O:35][CH3:36])=[O:34])[CH2:30]2)[CH:5]=[CH:6][C:7]=1[C:8]1[S:9][C:10]2[C:15]([N:16]=1)=[CH:14][CH:13]=[C:12]([C:17]1([C:22]3[CH:27]=[CH:26][CH:25]=[CH:24][CH:23]=3)[CH2:21][CH:20]=[CH:19][CH2:18]1)[N:11]=2.O.CO, predict the reaction product. The product is: [F:1][C:2]1[CH:3]=[C:4]([CH2:28][N:29]2[CH2:30][CH:31]([C:33]([O:35][CH3:36])=[O:34])[CH2:32]2)[CH:5]=[CH:6][C:7]=1[C:8]1[S:9][C:10]2[C:15]([N:16]=1)=[CH:14][CH:13]=[C:12]([C:17]1([C:22]3[CH:27]=[CH:26][CH:25]=[CH:24][CH:23]=3)[CH2:21][CH2:20][CH2:19][CH2:18]1)[N:11]=2. (4) Given the reactants Br[C:2]1[CH:29]=[CH:28][C:5]2[N:6]([CH2:23][CH2:24][CH:25]([CH3:27])[CH3:26])[C:7]([CH2:9][N:10]3[C:14]4[CH:15]=[CH:16][CH:17]=[CH:18][C:13]=4[N:12]([CH:19]([CH3:21])[CH3:20])[C:11]3=[O:22])=[N:8][C:4]=2[CH:3]=1.[C:30](=[NH:43])([C:37]1[CH:42]=[CH:41][CH:40]=[CH:39][CH:38]=1)[C:31]1[CH:36]=[CH:35][CH:34]=[CH:33][CH:32]=1.CC(C)([O-])C.[Na+].C1C=CC(P(C2C(C3C(P(C4C=CC=CC=4)C4C=CC=CC=4)=CC=C4C=3C=CC=C4)=C3C(C=CC=C3)=CC=2)C2C=CC=CC=2)=CC=1, predict the reaction product. The product is: [C:30](=[N:43][C:2]1[CH:29]=[CH:28][C:5]2[N:6]([CH2:23][CH2:24][CH:25]([CH3:27])[CH3:26])[C:7]([CH2:9][N:10]3[C:14]4[CH:15]=[CH:16][CH:17]=[CH:18][C:13]=4[N:12]([CH:19]([CH3:21])[CH3:20])[C:11]3=[O:22])=[N:8][C:4]=2[CH:3]=1)([C:37]1[CH:38]=[CH:39][CH:40]=[CH:41][CH:42]=1)[C:31]1[CH:36]=[CH:35][CH:34]=[CH:33][CH:32]=1. (5) Given the reactants [F:1][C:2]([F:23])([F:22])[O:3][C:4]1[CH:9]=[CH:8][C:7]([C:10]2[C:15]3=[N:16][S:17](=[O:21])(=[O:20])[CH2:18][CH2:19][N:14]3[CH:13]=[CH:12][CH:11]=2)=[CH:6][CH:5]=1, predict the reaction product. The product is: [F:23][C:2]([F:1])([F:22])[O:3][C:4]1[CH:9]=[CH:8][C:7]([CH:10]2[C:15]3=[N:16][S:17](=[O:21])(=[O:20])[CH2:18][CH2:19][N:14]3[CH2:13][CH2:12][CH2:11]2)=[CH:6][CH:5]=1. (6) Given the reactants [Cl:1][C:2]1[CH:7]=[CH:6][C:5]([C:8]2[S:9][C:10]([C:14](=[O:22])[CH2:15][CH:16]3[CH2:21][CH2:20][CH2:19][NH:18][CH2:17]3)=[C:11]([CH3:13])[N:12]=2)=[CH:4][CH:3]=1.[CH3:23][O:24][C:25]([C:27]1[CH:28]=[C:29](OB(O)O)[CH:30]=[CH:31][CH:32]=1)=[O:26], predict the reaction product. The product is: [Cl:1][C:2]1[CH:7]=[CH:6][C:5]([C:8]2[S:9][C:10]([C:14](=[O:22])[CH2:15][CH:16]3[CH2:21][CH2:20][CH2:19][N:18]([C:31]4[CH:32]=[C:27]([CH:28]=[CH:29][CH:30]=4)[C:25]([O:24][CH3:23])=[O:26])[CH2:17]3)=[C:11]([CH3:13])[N:12]=2)=[CH:4][CH:3]=1. (7) Given the reactants [N:1]1[CH:6]=[CH:5][CH:4]=[C:3]([NH:7][C:8](=[O:15])OCC(Cl)(Cl)Cl)[N:2]=1.[F:16][C:17]1[CH:22]=[C:21]([F:23])[CH:20]=[CH:19][C:18]=1[C:24]1[CH:25]=[C:26]([N:30]2[CH2:35][CH2:34][NH:33][CH2:32][CH2:31]2)[CH:27]=[N:28][CH:29]=1, predict the reaction product. The product is: [F:16][C:17]1[CH:22]=[C:21]([F:23])[CH:20]=[CH:19][C:18]=1[C:24]1[CH:25]=[C:26]([N:30]2[CH2:31][CH2:32][N:33]([C:8]([NH:7][C:3]3[N:2]=[N:1][CH:6]=[CH:5][CH:4]=3)=[O:15])[CH2:34][CH2:35]2)[CH:27]=[N:28][CH:29]=1. (8) Given the reactants [Cl:1][C:2]1[C:14]([CH3:15])=[CH:13][C:5]2[C:6]([CH3:12])=[N:7][NH:8][S:9](=[O:11])(=[O:10])[C:4]=2[C:3]=1[Cl:16], predict the reaction product. The product is: [Cl:1][C:2]1[C:14]([CH3:15])=[CH:13][C:5]2[CH:6]([CH3:12])[NH:7][NH:8][S:9](=[O:11])(=[O:10])[C:4]=2[C:3]=1[Cl:16]. (9) Given the reactants CCO.[CH3:4][N:5]1[N:21]=[CH:20][C:19]2[NH:18][C:17](=[O:22])[C@H:16]([CH3:23])[CH:15]=[CH:14][CH2:13][C@H:12]([NH:24]C(=O)OC(C)(C)C)[C:11]3[CH:32]=[C:7]([N:8]=[CH:9][CH:10]=3)[C:6]1=2, predict the reaction product. The product is: [NH2:24][C@@H:12]1[C:11]2[CH:32]=[C:7]([N:8]=[CH:9][CH:10]=2)[C:6]2[N:5]([CH3:4])[N:21]=[CH:20][C:19]=2[NH:18][C:17](=[O:22])[C@H:16]([CH3:23])[CH2:15][CH2:14][CH2:13]1.